From a dataset of Full USPTO retrosynthesis dataset with 1.9M reactions from patents (1976-2016). Predict the reactants needed to synthesize the given product. (1) Given the product [F:1][C:2]1[CH:20]=[C:19]([F:21])[CH:18]=[CH:17][C:3]=1[O:4][C:5]1[C:6]([C:15]([NH2:16])=[O:23])=[N:7][CH:8]=[C:9]([C:11]([F:12])([F:13])[F:14])[CH:10]=1, predict the reactants needed to synthesize it. The reactants are: [F:1][C:2]1[CH:20]=[C:19]([F:21])[CH:18]=[CH:17][C:3]=1[O:4][C:5]1[C:6]([C:15]#[N:16])=[N:7][CH:8]=[C:9]([C:11]([F:14])([F:13])[F:12])[CH:10]=1.C(=O)([O-])[OH:23].[Na+]. (2) Given the product [C:32]1([C@H:38]([NH:40][CH2:1][C:3]2[N:8]=[C:7]3[CH:9]=[N:10][N:11]([CH2:12][O:13][CH2:14][CH2:15][Si:16]([CH3:19])([CH3:17])[CH3:18])[C:6]3=[CH:5][C:4]=2[NH:20][C:21](=[O:27])[O:22][C:23]([CH3:26])([CH3:24])[CH3:25])[CH3:39])[CH:37]=[CH:36][CH:35]=[CH:34][CH:33]=1, predict the reactants needed to synthesize it. The reactants are: [CH:1]([C:3]1[N:8]=[C:7]2[CH:9]=[N:10][N:11]([CH2:12][O:13][CH2:14][CH2:15][Si:16]([CH3:19])([CH3:18])[CH3:17])[C:6]2=[CH:5][C:4]=1[NH:20][C:21](=[O:27])[O:22][C:23]([CH3:26])([CH3:25])[CH3:24])=O.C(O)(=O)C.[C:32]1([C@H:38]([NH2:40])[CH3:39])[CH:37]=[CH:36][CH:35]=[CH:34][CH:33]=1.[BH4-].[Na+]. (3) The reactants are: CC1C=CC(S(O[CH2:12][CH:13]2[CH2:17][C:16]3[CH:18]=[C:19]([F:30])[CH:20]=[C:21]([C:22]4[CH:27]=[C:26]([CH3:28])[CH:25]=[CH:24][C:23]=4[CH3:29])[C:15]=3[O:14]2)(=O)=O)=CC=1.[CH3:31][NH2:32]. Given the product [CH3:29][C:23]1[CH:24]=[CH:25][C:26]([CH3:28])=[CH:27][C:22]=1[C:21]1[C:15]2[O:14][CH:13]([CH2:12][NH:32][CH3:31])[CH2:17][C:16]=2[CH:18]=[C:19]([F:30])[CH:20]=1, predict the reactants needed to synthesize it. (4) The reactants are: [CH3:1][C:2]1[CH:3]=[C:4]([S:9]([N:12]2[C:20]3[C:15](=[CH:16][CH:17]=[C:18]([C:21](O)=[O:22])[CH:19]=3)[CH2:14][CH2:13]2)(=[O:11])=[O:10])[CH:5]=[C:6]([CH3:8])[CH:7]=1.CN1CCOCC1.CN(C(ON1N=NC2C=CC=NC1=2)=[N+](C)C)C.F[P-](F)(F)(F)(F)F.[CH2:55]([O:57][C:58](=[O:66])[CH2:59][C:60]1[N:61]=[C:62]([NH2:65])[S:63][CH:64]=1)[CH3:56]. Given the product [CH2:55]([O:57][C:58](=[O:66])[CH2:59][C:60]1[N:61]=[C:62]([NH:65][C:21]([C:18]2[CH:19]=[C:20]3[C:15]([CH2:14][CH2:13][N:12]3[S:9]([C:4]3[CH:5]=[C:6]([CH3:8])[CH:7]=[C:2]([CH3:1])[CH:3]=3)(=[O:11])=[O:10])=[CH:16][CH:17]=2)=[O:22])[S:63][CH:64]=1)[CH3:56], predict the reactants needed to synthesize it. (5) Given the product [Si:18]([O:1][CH2:2][CH2:3][O:4][C:5]1[CH:12]=[CH:11][C:8]([CH:9]=[O:10])=[CH:7][CH:6]=1)([C:21]([CH3:24])([CH3:23])[CH3:22])([CH3:20])[CH3:19], predict the reactants needed to synthesize it. The reactants are: [OH:1][CH2:2][CH2:3][O:4][C:5]1[CH:12]=[CH:11][C:8]([CH:9]=[O:10])=[CH:7][CH:6]=1.N1C=CN=C1.[Si:18](Cl)([C:21]([CH3:24])([CH3:23])[CH3:22])([CH3:20])[CH3:19].CCCCCC. (6) Given the product [I:1][C:2]1[CH:10]=[CH:9][CH:8]=[CH:7][C:3]=1[C:4]([C:20]1[N:19]=[C:18]([CH2:15][CH2:16][CH3:17])[N:22]2[CH:23]=[CH:24][CH:25]=[CH:26][C:21]=12)=[O:6], predict the reactants needed to synthesize it. The reactants are: [I:1][C:2]1[CH:10]=[CH:9][CH:8]=[CH:7][C:3]=1[C:4]([OH:6])=O.[Cl-].[Cl-].[Cl-].[Al+3].[CH2:15]([C:18]1[N:22]2[CH:23]=[CH:24][CH:25]=[CH:26][C:21]2=[CH:20][N:19]=1)[CH2:16][CH3:17]. (7) Given the product [Si:1]([O:8][C@H:9]1[CH2:18][C:17]([CH3:19])([CH3:20])[CH2:16][C:15]2[N:14]=[C:13]([CH:21]([CH3:22])[CH3:23])[C:12]([C@H:24]([C:31]3[CH:32]=[CH:33][C:28]([Cl:27])=[CH:29][CH:30]=3)[OH:25])=[C:11]([I:26])[C:10]1=2)([C:4]([CH3:5])([CH3:6])[CH3:7])([CH3:3])[CH3:2], predict the reactants needed to synthesize it. The reactants are: [Si:1]([O:8][C@H:9]1[CH2:18][C:17]([CH3:20])([CH3:19])[CH2:16][C:15]2[N:14]=[C:13]([CH:21]([CH3:23])[CH3:22])[C:12]([CH:24]=[O:25])=[C:11]([I:26])[C:10]1=2)([C:4]([CH3:7])([CH3:6])[CH3:5])([CH3:3])[CH3:2].[Cl:27][C:28]1[CH:33]=[CH:32][C:31]([Mg]Br)=[CH:30][CH:29]=1.